From a dataset of Reaction yield outcomes from USPTO patents with 853,638 reactions. Predict the reaction yield, written as a fraction of the theoretical maximum amount of product (1.0 means a 100% yield; for example, 0.34 means a 34% yield). (1) The reactants are C(NC(C)C)(C)C.C([Li])CCC.CCCCCC.[Cl:19][C:20]1[CH:21]=[N:22][CH:23]=[C:24]([Cl:26])[CH:25]=1.CN(C)[CH:29]=[O:30].Cl. The catalyst is O1CCCC1.O. The product is [Cl:19][C:20]1[CH:21]=[N:22][CH:23]=[C:24]([Cl:26])[C:25]=1[CH:29]=[O:30]. The yield is 0.270. (2) The reactants are [NH2:1][C:2]1[C:3]([Cl:12])=[C:4]([C:8]([F:11])=[CH:9][CH:10]=1)[C:5]([OH:7])=[O:6].OS(O)(=O)=O.[CH3:18]O. No catalyst specified. The product is [NH2:1][C:2]1[C:3]([Cl:12])=[C:4]([C:8]([F:11])=[CH:9][CH:10]=1)[C:5]([O:7][CH3:18])=[O:6]. The yield is 0.410. (3) The reactants are [CH2:1]([N:8]1[CH:13]2[CH2:14][CH2:15][CH:9]1[CH2:10][CH:11]([N:16]1[C:20]3[CH:21]=[C:22]([F:28])[C:23]([C:25]([OH:27])=O)=[CH:24][C:19]=3[NH:18][C:17]1=[O:29])[CH2:12]2)[C:2]1[CH:7]=[CH:6][CH:5]=[CH:4][CH:3]=1.[CH3:30][N:31](C(ON1N=NC2C=CC=CC1=2)=[N+](C)C)C.F[P-](F)(F)(F)(F)F.CN. The catalyst is CN(C=O)C. The product is [CH3:30][NH:31][C:25]([C:23]1[C:22]([F:28])=[CH:21][C:20]2[N:16]([CH:11]3[CH2:10][CH:9]4[N:8]([CH2:1][C:2]5[CH:3]=[CH:4][CH:5]=[CH:6][CH:7]=5)[CH:13]([CH2:14][CH2:15]4)[CH2:12]3)[C:17](=[O:29])[NH:18][C:19]=2[CH:24]=1)=[O:27]. The yield is 0.500. (4) The reactants are F[C:2]1[CH:7]=[C:6]([O:8][CH3:9])[CH:5]=[CH:4][C:3]=1[C:10]1[NH:19][C:18](=[O:20])[C:17]2[C:12](=[CH:13][C:14]([O:23][CH3:24])=[CH:15][C:16]=2[O:21][CH3:22])[N:11]=1.[CH:25]([N:28]1[CH2:33][CH2:32][CH:31]([NH2:34])[CH2:30][CH2:29]1)([CH3:27])[CH3:26].C[Si]([N-][Si](C)(C)C)(C)C.[Li+]. The catalyst is C1COCC1.O. The product is [CH:25]([N:28]1[CH2:33][CH2:32][CH:31]([NH:34][C:2]2[CH:7]=[C:6]([O:8][CH3:9])[CH:5]=[CH:4][C:3]=2[C:10]2[NH:19][C:18](=[O:20])[C:17]3[C:12](=[CH:13][C:14]([O:23][CH3:24])=[CH:15][C:16]=3[O:21][CH3:22])[N:11]=2)[CH2:30][CH2:29]1)([CH3:27])[CH3:26]. The yield is 0.300. (5) The yield is 0.680. The product is [CH2:29]([N:14]([CH2:12][CH3:13])[CH2:15][CH2:16][NH:17][C:18]([C:20]1[C:24]([CH3:25])=[C:23]([CH:26]=[C:5]2[C:4]3[C:8](=[CH:9][CH:10]=[C:2]([Cl:1])[CH:3]=3)[NH:7][C:6]2=[O:11])[NH:22][C:21]=1[CH3:28])=[O:19])[CH3:30]. The catalyst is N1CCCCC1.C(O)C. The reactants are [Cl:1][C:2]1[CH:3]=[C:4]2[C:8](=[CH:9][CH:10]=1)[NH:7][C:6](=[O:11])[CH2:5]2.[CH2:12]([N:14]([CH2:29][CH3:30])[CH2:15][CH2:16][NH:17][C:18]([C:20]1[C:24]([CH3:25])=[C:23]([CH:26]=O)[NH:22][C:21]=1[CH3:28])=[O:19])[CH3:13]. (6) The reactants are C(O[C:4](=[O:11])[CH2:5][C:6](=O)[CH2:7][CH2:8][CH3:9])C.[C:12]1([NH:18][C:19]([NH:21][C:22]([NH2:24])=[NH:23])=[NH:20])[CH:17]=[CH:16][CH:15]=[CH:14][CH:13]=1. The product is [O:11]=[C:4]1[NH:24][C:22]([NH:21][C:19]([NH:18][C:12]2[CH:17]=[CH:16][CH:15]=[CH:14][CH:13]=2)=[NH:20])=[N:23][C:6]([CH2:7][CH2:8][CH3:9])=[CH:5]1. The catalyst is C(O)C. The yield is 0.720. (7) The reactants are CN(C)S([N:6]1[C:10]([C:11](=[O:23])[CH2:12][CH2:13][CH2:14][O:15][CH2:16][C:17]2[CH:22]=[CH:21][CH:20]=[CH:19][CH:18]=2)=[CH:9][N:8]=[C:7]1[Si](C(C)(C)C)(C)C)(=O)=O.Cl. The catalyst is O1CCCC1. The product is [CH2:16]([O:15][CH2:14][CH2:13][CH2:12][C:11]([C:10]1[N:6]=[CH:7][NH:8][CH:9]=1)=[O:23])[C:17]1[CH:18]=[CH:19][CH:20]=[CH:21][CH:22]=1. The yield is 0.730.